From a dataset of Full USPTO retrosynthesis dataset with 1.9M reactions from patents (1976-2016). Predict the reactants needed to synthesize the given product. (1) Given the product [C:36]([N:3]1[C:4]2[C:9](=[CH:8][C:7]([N:24]3[CH2:25][CH2:26][O:27][CH2:28][CH2:29]3)=[CH:6][CH:5]=2)[C@H:10]([NH:13][C:14](=[O:23])[O:15][CH2:16][C:17]2[CH:22]=[CH:21][CH:20]=[CH:19][CH:18]=2)[C@@H:11]([CH3:12])[C@@H:2]1[CH3:1])(=[O:38])[CH3:37], predict the reactants needed to synthesize it. The reactants are: [CH3:1][C@H:2]1[C@H:11]([CH3:12])[C@@H:10]([NH:13][C:14](=[O:23])[O:15][CH2:16][C:17]2[CH:22]=[CH:21][CH:20]=[CH:19][CH:18]=2)[C:9]2[C:4](=[CH:5][CH:6]=[C:7]([N:24]3[CH2:29][CH2:28][O:27][CH2:26][CH2:25]3)[CH:8]=2)[NH:3]1.N1C=CC=CC=1.[C:36](Cl)(=[O:38])[CH3:37]. (2) Given the product [NH2:1][C:2]1[C:7]([C:8]([C:10]2[C:15]([O:16][CH3:17])=[CH:14][CH:13]=[C:12]([F:18])[C:11]=2[F:19])=[O:9])=[CH:6][N:5]=[C:4]([NH:20][CH:21]2[CH2:26][CH2:25][N:24]([S:27]([CH2:30][CH2:31][CH2:32][NH:34][C@@H:35]([CH3:38])[CH2:36][OH:37])(=[O:29])=[O:28])[CH2:23][CH2:22]2)[N:3]=1, predict the reactants needed to synthesize it. The reactants are: [NH2:1][C:2]1[C:7]([C:8]([C:10]2[C:15]([O:16][CH3:17])=[CH:14][CH:13]=[C:12]([F:18])[C:11]=2[F:19])=[O:9])=[CH:6][N:5]=[C:4]([NH:20][CH:21]2[CH2:26][CH2:25][N:24]([S:27]([CH2:30][CH2:31][CH2:32]Cl)(=[O:29])=[O:28])[CH2:23][CH2:22]2)[N:3]=1.[NH2:34][C@@H:35]([CH3:38])[CH2:36][OH:37]. (3) Given the product [NH2:2][C:1](=[O:25])[CH:3]([N:4]1[CH2:9][CH2:8][N:7]([C:10]([O:12][C:13]([CH3:16])([CH3:15])[CH3:14])=[O:11])[CH2:6][CH2:5]1)[C:17]1[CH:18]=[N:19][CH:20]=[N:21][CH:22]=1, predict the reactants needed to synthesize it. The reactants are: [C:1]([CH:3]([C:17]1[CH:18]=[N:19][CH:20]=[N:21][CH:22]=1)[N:4]1[CH2:9][CH2:8][N:7]([C:10]([O:12][C:13]([CH3:16])([CH3:15])[CH3:14])=[O:11])[CH2:6][CH2:5]1)#[N:2].CS(C)=[O:25].[OH-].[Na+].O.OO.[NH4+].[Cl-]. (4) Given the product [Cl:1][C:2]1[C:3]([O:15][CH2:16][CH2:17][O:18][CH3:19])=[CH:4][C:5]2[CH2:6][CH:7]([CH:12]([CH3:13])[CH3:14])[N:8]3[CH:9]([CH2:31][C:30](=[O:32])[C:24]([C:25]([O:27][CH2:28][CH3:29])=[O:26])=[CH:23]3)[C:10]=2[CH:11]=1, predict the reactants needed to synthesize it. The reactants are: [Cl:1][C:2]1[CH:11]=[C:10]2[C:5]([CH2:6][CH:7]([CH:12]([CH3:14])[CH3:13])[N:8]=[CH:9]2)=[CH:4][C:3]=1[O:15][CH2:16][CH2:17][O:18][CH3:19].C(O[CH:23]=[C:24]([C:30](=[O:32])[CH3:31])[C:25]([O:27][CH2:28][CH3:29])=[O:26])C. (5) Given the product [CH3:1][O:2][C:3]([C:4]1[N:18]([CH3:17])[N:19]=[C:6]([C:8]2[CH:13]=[CH:12][CH:11]=[C:10]([Br:14])[CH:9]=2)[CH:5]=1)=[O:16].[CH3:1][O:2][C:3]([C:4]1[CH:5]=[C:6]([C:8]2[CH:13]=[CH:12][CH:11]=[C:10]([Br:14])[CH:9]=2)[N:18]([CH3:17])[N:19]=1)=[O:16], predict the reactants needed to synthesize it. The reactants are: [CH3:1][O:2][C:3](=[O:16])[C:4](=O)[CH2:5][C:6]([C:8]1[CH:13]=[CH:12][CH:11]=[C:10]([Br:14])[CH:9]=1)=O.[CH3:17][NH:18][NH2:19].